The task is: Predict the product of the given reaction.. This data is from Forward reaction prediction with 1.9M reactions from USPTO patents (1976-2016). (1) Given the reactants S(OS([O-])=O)([O-])=O.[Na+].[Na+].[CH2:10]([N:12]1[C:24]2[CH:23]=[CH:22][C:21]([CH:25]=O)=[CH:20][C:19]=2[C:18]2[C:13]1=[C:14]([F:27])[CH:15]=[CH:16][CH:17]=2)[CH3:11].[NH2:28][C:29]1[CH:30]=[C:31]([CH:35]=[CH:36][C:37]=1[NH:38][CH2:39][CH2:40][O:41][CH3:42])[C:32]([OH:34])=[O:33].Cl, predict the reaction product. The product is: [CH2:10]([N:12]1[C:24]2[CH:23]=[CH:22][C:21]([C:25]3[N:38]([CH2:39][CH2:40][O:41][CH3:42])[C:37]4[CH:36]=[CH:35][C:31]([C:32]([OH:34])=[O:33])=[CH:30][C:29]=4[N:28]=3)=[CH:20][C:19]=2[C:18]2[C:13]1=[C:14]([F:27])[CH:15]=[CH:16][CH:17]=2)[CH3:11]. (2) Given the reactants [OH:1][C:2]1[CH:7]=[CH:6][CH:5]=[CH:4][C:3]=1[C:8](=[O:14])[CH2:9][C:10]([O:12][CH3:13])=[O:11].[Cl:15][C:16]1[CH:23]=[CH:22][C:19]([CH:20]=O)=[CH:18][C:17]=1[C:24]([F:27])([F:26])[F:25].N1CCCCC1.C(O)(=O)C, predict the reaction product. The product is: [Cl:15][C:16]1[CH:23]=[CH:22][C:19]([CH:20]2[CH:9]([C:10]([O:12][CH3:13])=[O:11])[C:8](=[O:14])[C:3]3[C:2](=[CH:7][CH:6]=[CH:5][CH:4]=3)[O:1]2)=[CH:18][C:17]=1[C:24]([F:25])([F:26])[F:27]. (3) The product is: [F:13][C:12]1[CH:11]=[CH:10][C:9]([CH3:14])=[CH:8][C:7]=1[CH:25]([C:18]1[C:19]2[C:24](=[CH:23][CH:22]=[CH:21][CH:20]=2)[N:15]=[CH:16][CH:17]=1)[OH:26]. Given the reactants [Li]CCCC.Br[C:7]1[CH:8]=[C:9]([CH3:14])[CH:10]=[CH:11][C:12]=1[F:13].[N:15]1[C:24]2[C:19](=[CH:20][CH:21]=[CH:22][CH:23]=2)[C:18]([CH:25]=[O:26])=[CH:17][CH:16]=1, predict the reaction product. (4) The product is: [Br:14][CH2:12][C:11]([C:7]1([C:1]2[CH:6]=[CH:5][CH:4]=[CH:3][CH:2]=2)[CH2:10][CH2:9][CH2:8]1)=[O:13]. Given the reactants [C:1]1([C:7]2([C:11](=[O:13])[CH3:12])[CH2:10][CH2:9][CH2:8]2)[CH:6]=[CH:5][CH:4]=[CH:3][CH:2]=1.[Br:14]Br.O, predict the reaction product. (5) Given the reactants [F:1][C:2]1[CH:7]=[CH:6][C:5]([S:8]([NH:11][C:12]2[C:17]([C:18]([O:20][CH2:21][C:22]3[CH:27]=[CH:26][CH:25]=[CH:24][CH:23]=3)=[O:19])=[C:16]([CH3:28])[C:15]([CH:29]=C)=[CH:14][CH:13]=2)(=[O:10])=[O:9])=[CH:4][CH:3]=1.[O:31]1CCOCC1, predict the reaction product. The product is: [F:1][C:2]1[CH:7]=[CH:6][C:5]([S:8]([NH:11][C:12]2[C:17]([C:18]([O:20][CH2:21][C:22]3[CH:27]=[CH:26][CH:25]=[CH:24][CH:23]=3)=[O:19])=[C:16]([CH3:28])[C:15]([CH2:29][OH:31])=[CH:14][CH:13]=2)(=[O:9])=[O:10])=[CH:4][CH:3]=1.